This data is from Peptide-MHC class I binding affinity with 185,985 pairs from IEDB/IMGT. The task is: Regression. Given a peptide amino acid sequence and an MHC pseudo amino acid sequence, predict their binding affinity value. This is MHC class I binding data. The peptide sequence is RPRCAYLPF. The MHC is HLA-B57:01 with pseudo-sequence HLA-B57:01. The binding affinity (normalized) is 0.0847.